Dataset: Forward reaction prediction with 1.9M reactions from USPTO patents (1976-2016). Task: Predict the product of the given reaction. (1) Given the reactants [C:1]1([C:7]2[S:11][C:10]([NH:12][C:13]([NH:15][C:16]3[CH:21]=[N:20][CH:19]=[CH:18][N:17]=3)=[O:14])=[C:9]([C:22]([NH:24][C@H:25]3[CH2:30][CH2:29][CH2:28][N:27](C(OC(C)(C)C)=O)[CH2:26]3)=[O:23])[CH:8]=2)[CH:6]=[CH:5][CH:4]=[CH:3][CH:2]=1.Cl, predict the reaction product. The product is: [NH:27]1[CH2:28][CH2:29][CH2:30][C@H:25]([NH:24][C:22]([C:9]2[CH:8]=[C:7]([C:1]3[CH:2]=[CH:3][CH:4]=[CH:5][CH:6]=3)[S:11][C:10]=2[NH:12][C:13]([NH:15][C:16]2[CH:21]=[N:20][CH:19]=[CH:18][N:17]=2)=[O:14])=[O:23])[CH2:26]1. (2) Given the reactants Br[C:2]1[N:6]2[C:7]3[C:12]([CH2:13][CH2:14][C:5]2=[C:4]([C:18]([N:20]2[CH2:25][CH2:24][O:23][CH2:22][C:21]2([CH3:27])[CH3:26])=[O:19])[N:3]=1)=[CH:11][C:10]([O:15][CH3:16])=[C:9]([OH:17])[CH:8]=3.[CH3:28][N:29]1[CH:33]=[CH:32][C:31](B2OC(C)(C)C(C)(C)O2)=[CH:30]1.C1(P(C2CCCCC2)C2C=CC=CC=2C2C(OC)=CC=CC=2OC)CCCCC1.C(=O)([O-])[O-].[K+].[K+], predict the reaction product. The product is: [CH3:26][C:21]1([CH3:27])[CH2:22][O:23][CH2:24][CH2:25][N:20]1[C:18]([C:4]1[N:3]=[C:2]([C:31]2[CH:32]=[CH:33][N:29]([CH3:28])[CH:30]=2)[N:6]2[C:7]3[C:12](=[CH:11][C:10]([O:15][CH3:16])=[C:9]([OH:17])[CH:8]=3)[CH2:13][CH2:14][C:5]=12)=[O:19]. (3) Given the reactants [C:1]([O:5][C:6]([N:8]1[CH2:11][CH:10]([C:12]2[CH:49]=[CH:48][C:15]([CH2:16][O:17][C:18]3[C:23]([C:24]([F:27])([F:26])[F:25])=[CH:22][CH:21]=[CH:20][C:19]=3[C:28]3[N:33]=[C:32]([N:34]4[C:38]([C:39]([F:42])([F:41])[F:40])=[C:37]([C:43]([O:45]CC)=[O:44])[CH:36]=[N:35]4)[CH:31]=[CH:30][CH:29]=3)=[CH:14][CH:13]=2)[CH2:9]1)=[O:7])(C)(C)C.[C:50]([OH:56])([C:52]([F:55])([F:54])[F:53])=[O:51].CCN(C(C)C)C(C)C.ClC(OC)=O.C(=O)([O-])N.[OH-].[Li+].Cl, predict the reaction product. The product is: [C:50]([OH:56])([C:52]([F:55])([F:54])[F:53])=[O:51].[CH3:1][O:5][C:6]([N:8]1[CH2:9][CH:10]([C:12]2[CH:13]=[CH:14][C:15]([CH2:16][O:17][C:18]3[C:23]([C:24]([F:25])([F:26])[F:27])=[CH:22][CH:21]=[CH:20][C:19]=3[C:28]3[N:33]=[C:32]([N:34]4[C:38]([C:39]([F:41])([F:42])[F:40])=[C:37]([C:43]([OH:45])=[O:44])[CH:36]=[N:35]4)[CH:31]=[CH:30][CH:29]=3)=[CH:48][CH:49]=2)[CH2:11]1)=[O:7].